Task: Predict the reaction yield, written as a fraction of the theoretical maximum amount of product (1.0 means a 100% yield; for example, 0.34 means a 34% yield).. Dataset: Reaction yield outcomes from USPTO patents with 853,638 reactions (1) The reactants are [NH:1]([C:8]1[N:9]([C:26]2[CH:31]=[CH:30][CH:29]=[CH:28][CH:27]=2)[C:10]2[C:15]([C:16](=[O:18])[CH:17]=1)=[CH:14][C:13](/[CH:19]=[CH:20]/[C:21]([O:23]C)=[O:22])=[C:12]([CH3:25])[N:11]=2)[C:2]1[CH:7]=[CH:6][CH:5]=[CH:4][CH:3]=1.[OH-].[Na+]. The catalyst is CC#N.O. The product is [NH:1]([C:8]1[N:9]([C:26]2[CH:27]=[CH:28][CH:29]=[CH:30][CH:31]=2)[C:10]2[N:11]=[C:12]([CH3:25])[C:13](/[CH:19]=[CH:20]/[C:21]([OH:23])=[O:22])=[CH:14][C:15]=2[C:16](=[O:18])[CH:17]=1)[C:2]1[CH:7]=[CH:6][CH:5]=[CH:4][CH:3]=1. The yield is 0.630. (2) The reactants are [C:1]([C@:3]1([CH:12](C(OCC)=O)[C:13]([O:15]CC)=[O:14])[CH2:9][C@@H:8]2[C@H:4]1[CH:5]=[C:6]([CH2:10][CH3:11])[CH2:7]2)#[N:2].[OH-].[K+].[CH:25]1([NH2:31])[CH2:30][CH2:29][CH2:28][CH2:27][CH2:26]1. The catalyst is CCO. The product is [C:1]([C@:3]1([CH2:12][C:13]([O-:15])=[O:14])[CH2:9][C@@H:8]2[C@H:4]1[CH:5]=[C:6]([CH2:10][CH3:11])[CH2:7]2)#[N:2].[CH:25]1([NH3+:31])[CH2:30][CH2:29][CH2:28][CH2:27][CH2:26]1. The yield is 0.920.